From a dataset of Forward reaction prediction with 1.9M reactions from USPTO patents (1976-2016). Predict the product of the given reaction. (1) The product is: [Cl:1][C:2]1[CH:11]=[C:10]2[C:5]([C:6]([N:12]3[CH2:17][CH2:16][N:15]([C:27]([NH:26][C:23]4[CH:24]=[CH:25][C:20]([F:19])=[CH:21][CH:22]=4)=[O:28])[CH:14]([CH3:18])[CH2:13]3)=[CH:7][CH:8]=[N:9]2)=[CH:4][CH:3]=1. Given the reactants [Cl:1][C:2]1[CH:11]=[C:10]2[C:5]([C:6]([N:12]3[CH2:17][CH2:16][NH:15][CH:14]([CH3:18])[CH2:13]3)=[CH:7][CH:8]=[N:9]2)=[CH:4][CH:3]=1.[F:19][C:20]1[CH:25]=[CH:24][C:23]([N:26]=[C:27]=[O:28])=[CH:22][CH:21]=1.CCCCCC.CCOC(C)=O, predict the reaction product. (2) Given the reactants [C:1](=[O:8])([O:3][C:4]([CH3:7])([CH3:6])[CH3:5])[NH2:2].[N:9]([CH2:12][CH3:13])=[C:10]=[S:11].[H-].[Na+], predict the reaction product. The product is: [CH2:12]([NH:9][C:10]([NH:2][C:1](=[O:8])[O:3][C:4]([CH3:7])([CH3:6])[CH3:5])=[S:11])[CH3:13].